From a dataset of Forward reaction prediction with 1.9M reactions from USPTO patents (1976-2016). Predict the product of the given reaction. The product is: [Cl:16][C:17]1[CH:22]=[CH:21][C:20]([NH:23][C:24](=[O:25])[NH:2][CH2:3][C:4]#[C:5][C:6]2[CH:15]=[CH:14][C:9]([C:10]([O:12][CH3:13])=[O:11])=[CH:8][CH:7]=2)=[CH:19][CH:18]=1. Given the reactants Cl.[NH2:2][CH2:3][C:4]#[C:5][C:6]1[CH:15]=[CH:14][C:9]([C:10]([O:12][CH3:13])=[O:11])=[CH:8][CH:7]=1.[Cl:16][C:17]1[CH:22]=[CH:21][C:20]([N:23]=[C:24]=[O:25])=[CH:19][CH:18]=1.C(N(CC)CC)C, predict the reaction product.